The task is: Predict the reactants needed to synthesize the given product.. This data is from Full USPTO retrosynthesis dataset with 1.9M reactions from patents (1976-2016). (1) Given the product [Br:1][C:2]1[C:3]([F:13])=[CH:4][CH:5]=[C:6]2[C:11]=1[N:10]=[C:9]([O:15][CH3:14])[CH:8]=[CH:7]2, predict the reactants needed to synthesize it. The reactants are: [Br:1][C:2]1[C:3]([F:13])=[CH:4][CH:5]=[C:6]2[C:11]=1[N:10]=[C:9](Cl)[CH:8]=[CH:7]2.[CH3:14][O-:15].[Na+].O. (2) Given the product [Cl:19][CH2:20][CH2:21][CH2:22][C:23]([C:7]1[CH:8]=[CH:9][C:10]2[C:5](=[CH:4][C:3]([O:2][CH3:1])=[C:12]([O:13][CH3:14])[CH:11]=2)[CH:6]=1)=[O:24], predict the reactants needed to synthesize it. The reactants are: [CH3:1][O:2][C:3]1[C:12]([O:13][CH3:14])=[CH:11][C:10]2[C:5](=[CH:6][CH:7]=[CH:8][CH:9]=2)[CH:4]=1.[Cl-].[Al+3].[Cl-].[Cl-].[Cl:19][CH2:20][CH2:21][CH2:22][C:23](Cl)=[O:24]. (3) The reactants are: [CH3:1][O:2][C:3]1[CH:8]=[CH:7][C:6]([C:9]2[CH:14]=[CH:13][N:12]=[C:11]3[NH:15][C:16]([C:18]4[CH:27]=[CH:26][C:21]([C:22]([O:24]C)=O)=[CH:20][CH:19]=4)=[N:17][C:10]=23)=[CH:5][CH:4]=1.[CH3:28][N:29]1[CH2:34][CH2:33][NH:32][CH2:31][CH2:30]1.CN(C(ON1N=NC2C=CC=CC1=2)=[N+](C)C)C.F[P-](F)(F)(F)(F)F.[ClH:59]. Given the product [ClH:59].[CH3:1][O:2][C:3]1[CH:8]=[CH:7][C:6]([C:9]2[CH:14]=[CH:13][N:12]=[C:11]3[NH:15][C:16]([C:18]4[CH:19]=[CH:20][C:21]([C:22]([N:32]5[CH2:33][CH2:34][N:29]([CH3:28])[CH2:30][CH2:31]5)=[O:24])=[CH:26][CH:27]=4)=[N:17][C:10]=23)=[CH:5][CH:4]=1, predict the reactants needed to synthesize it. (4) Given the product [Cl:44][C:42]1[CH:41]=[CH:40][C:39]([S:45]([CH2:48][CH3:49])(=[O:47])=[O:46])=[C:38]([CH2:37][N:32]2[C:31](=[O:50])[C:30]3[C:35](=[CH:36][C:27]([CH2:26][N:8]4[CH2:12][CH2:11][C@@H:10]([NH:13][C:14](=[O:20])[O:15][C:16]([CH3:17])([CH3:19])[CH3:18])[CH2:9]4)=[C:28]([C:51]([F:53])([F:54])[F:52])[CH:29]=3)[N:34]=[CH:33]2)[CH:43]=1, predict the reactants needed to synthesize it. The reactants are: C(N(CC)CC)C.[NH:8]1[CH2:12][CH2:11][C@@H:10]([NH:13][C:14](=[O:20])[O:15][C:16]([CH3:19])([CH3:18])[CH3:17])[CH2:9]1.CS(O[CH2:26][C:27]1[CH:36]=[C:35]2[C:30]([C:31](=[O:50])[N:32]([CH2:37][C:38]3[CH:43]=[C:42]([Cl:44])[CH:41]=[CH:40][C:39]=3[S:45]([CH2:48][CH3:49])(=[O:47])=[O:46])[CH:33]=[N:34]2)=[CH:29][C:28]=1[C:51]([F:54])([F:53])[F:52])(=O)=O.O. (5) Given the product [OH:15][C:6]1[C:7]2[C:12](=[CH:11][CH:10]=[CH:9][CH:8]=2)[CH:13]=[C:4]([C:1](=[O:3])[CH3:2])[CH:5]=1, predict the reactants needed to synthesize it. The reactants are: [C:1]([C@@H:4]1[C@@H:13](O)[C:12]2[C:7](=[CH:8][CH:9]=[CH:10][CH:11]=2)[C:6](=[O:15])[CH2:5]1)(=[O:3])[CH3:2].Cl.